Dataset: Forward reaction prediction with 1.9M reactions from USPTO patents (1976-2016). Task: Predict the product of the given reaction. (1) Given the reactants [I-].C[S+](C)(C)=O.[H-].[Na+].[CH3:9][N:10]1[C:14]([O:15][C:16]2[CH:21]=[C:20]([CH3:22])[CH:19]=[C:18]([O:23][CH2:24]/[CH:25]=[CH:26]/[C:27]([F:30])([F:29])[F:28])[N:17]=2)=[CH:13][C:12]([C:31]([F:34])([F:33])[F:32])=[N:11]1.O, predict the reaction product. The product is: [CH3:9][N:10]1[C:14]([O:15][C:16]2[CH:21]=[C:20]([CH3:22])[CH:19]=[C:18]([O:23][CH:24]=[CH:25][CH2:26][C:27]([F:30])([F:28])[F:29])[N:17]=2)=[CH:13][C:12]([C:31]([F:34])([F:32])[F:33])=[N:11]1. (2) Given the reactants [CH2:1]([O:8][C:9](=[O:44])[NH:10][C@H:11]([C:16](=[O:43])[NH:17][C@@:18]1([C:33](=[O:42])[NH:34][C@H:35]([C:40]#[N:41])[CH2:36][CH:37]([CH3:39])[CH3:38])[CH2:30][C:29]2[C:28]3[C:23](=[C:24]([Cl:32])[CH:25]=[C:26]([Cl:31])[CH:27]=3)[NH:22][C:21]=2[CH2:20][CH2:19]1)[CH:12]([CH3:15])[CH2:13][CH3:14])[C:2]1[CH:7]=[CH:6][CH:5]=[CH:4][CH:3]=1.[N-:45]=[N+:46]=[N-:47].[Na+].[Cl-].[NH4+], predict the reaction product. The product is: [CH2:1]([O:8][C:9](=[O:44])[NH:10][C@H:11]([C:16](=[O:43])[NH:17][C@@:18]1([C:33](=[O:42])[NH:34][C@H:35]([C:40]2[NH:47][N:46]=[N:45][N:41]=2)[CH2:36][CH:37]([CH3:38])[CH3:39])[CH2:30][C:29]2[C:28]3[C:23](=[C:24]([Cl:32])[CH:25]=[C:26]([Cl:31])[CH:27]=3)[NH:22][C:21]=2[CH2:20][CH2:19]1)[CH:12]([CH3:15])[CH2:13][CH3:14])[C:2]1[CH:7]=[CH:6][CH:5]=[CH:4][CH:3]=1.